Predict the reactants needed to synthesize the given product. From a dataset of Full USPTO retrosynthesis dataset with 1.9M reactions from patents (1976-2016). (1) Given the product [CH:1]1([N:6]([CH2:30][C:25]2[CH:26]=[CH:27][CH:28]=[CH:29][C:24]=2[C:23]([OH:32])=[O:22])[C:7]2[S:8][CH:9]=[C:10]([C:12]3[CH:13]=[CH:14][C:15]([CH:18]([CH3:20])[CH3:19])=[CH:16][CH:17]=3)[N:11]=2)[CH2:5][CH2:4][CH2:3][CH2:2]1, predict the reactants needed to synthesize it. The reactants are: [CH:1]1([NH:6][C:7]2[S:8][CH:9]=[C:10]([C:12]3[CH:17]=[CH:16][C:15]([CH:18]([CH3:20])[CH3:19])=[CH:14][CH:13]=3)[N:11]=2)[CH2:5][CH2:4][CH2:3][CH2:2]1.C[O:22][C:23](=[O:32])[C:24]1[CH:29]=[CH:28][CH:27]=[CH:26][C:25]=1[CH2:30]Br.[H-].[Na+]. (2) Given the product [CH3:26][O:25][C:20]1[CH:19]=[C:18]2[C:23](=[CH:22][CH:21]=1)[CH:24]=[C:15]([CH:14]([CH3:13])[C:27]([O:29][CH2:31][CH2:32][N:33]1[C:37]3[CH:39]=[CH:40][CH:41]=[CH:42][C:36]=3[N:35]=[CH:34]1)=[O:28])[CH:16]=[CH:17]2, predict the reactants needed to synthesize it. The reactants are: Cl.C(N=C=NCCCN(C)C)C.[CH3:13][C@H:14]([C:27]([OH:29])=[O:28])[C:15]1[CH:16]=[CH:17][C:18]2[CH:19]=[C:20]([O:25][CH3:26])[CH:21]=[CH:22][C:23]=2[CH:24]=1.O[CH2:31][CH2:32][N:33]1[CH:37]=[CH:36][N:35]=[CH:34]1.O1[CH2:42][CH2:41][CH2:40][CH2:39]1.